Dataset: NCI-60 drug combinations with 297,098 pairs across 59 cell lines. Task: Regression. Given two drug SMILES strings and cell line genomic features, predict the synergy score measuring deviation from expected non-interaction effect. Drug 1: C1CN1P(=S)(N2CC2)N3CC3. Drug 2: C1CN(P(=O)(OC1)NCCCl)CCCl. Cell line: SK-MEL-28. Synergy scores: CSS=0.917, Synergy_ZIP=-0.861, Synergy_Bliss=-1.38, Synergy_Loewe=-4.99, Synergy_HSA=-3.34.